This data is from Full USPTO retrosynthesis dataset with 1.9M reactions from patents (1976-2016). The task is: Predict the reactants needed to synthesize the given product. (1) Given the product [Br:6][C:7]1[CH:8]=[C:9]([S:13]([NH:5][CH2:4][C:3]#[N:2])(=[O:15])=[O:14])[CH:10]=[CH:11][CH:12]=1, predict the reactants needed to synthesize it. The reactants are: Cl.[NH2:2][CH2:3][C:4]#[N:5].[Br:6][C:7]1[CH:8]=[C:9]([S:13](Cl)(=[O:15])=[O:14])[CH:10]=[CH:11][CH:12]=1. (2) Given the product [CH3:18][O:19][C:20]1[CH:21]=[C:22]2[C:27](=[CH:28][C:29]=1[O:30][CH3:31])[N:26]=[CH:25][CH:24]=[C:23]2[O:32][C:33]1[CH:40]=[CH:39][C:38]([O:41][CH3:42])=[CH:37][C:34]=1/[CH:35]=[C:8](\[CH3:9])/[C:6]([O:5][CH2:4][CH3:3])=[O:7], predict the reactants needed to synthesize it. The reactants are: [H-].[Na+].[CH3:3][CH2:4][O:5][C:6]([CH:8](P(OCC)(OCC)=O)[CH3:9])=[O:7].[CH3:18][O:19][C:20]1[CH:21]=[C:22]2[C:27](=[CH:28][C:29]=1[O:30][CH3:31])[N:26]=[CH:25][CH:24]=[C:23]2[O:32][C:33]1[CH:40]=[CH:39][C:38]([O:41][CH3:42])=[CH:37][C:34]=1[CH:35]=O.O. (3) Given the product [C:1]([C:3]1[CH:8]=[C:7]([O:9][CH2:10][CH:11]2[CH2:16][CH2:15][N:14]([CH2:17][C:18]([F:21])([CH3:20])[CH3:19])[CH2:13][CH2:12]2)[CH:6]=[CH:5][C:4]=1[C:22]1[CH:27]=[CH:26][C:25]([C:28]([OH:30])=[O:29])=[C:24]([F:33])[CH:23]=1)#[N:2], predict the reactants needed to synthesize it. The reactants are: [C:1]([C:3]1[CH:8]=[C:7]([O:9][CH2:10][CH:11]2[CH2:16][CH2:15][N:14]([CH2:17][C:18]([F:21])([CH3:20])[CH3:19])[CH2:13][CH2:12]2)[CH:6]=[CH:5][C:4]=1[C:22]1[CH:27]=[CH:26][C:25]([C:28]([O:30]CC)=[O:29])=[C:24]([F:33])[CH:23]=1)#[N:2].O[Li].O. (4) Given the product [F:40][C:36]1[C:37]([F:39])=[CH:38][C:33]([C:30]2[CH:29]=[CH:28][C:27]([O:26][CH2:25][C:22]3[CH:23]=[CH:24][C:19]4[O:18][N:17]=[C:16]([NH2:8])[C:20]=4[CH:21]=3)=[CH:32][CH:31]=2)=[C:34]([O:41][CH3:42])[CH:35]=1, predict the reactants needed to synthesize it. The reactants are: C([N:8]([C:16]1[C:20]2[CH:21]=[C:22]([CH2:25][O:26][C:27]3[CH:32]=[CH:31][C:30]([C:33]4[CH:38]=[C:37]([F:39])[C:36]([F:40])=[CH:35][C:34]=4[O:41][CH3:42])=[CH:29][CH:28]=3)[CH:23]=[CH:24][C:19]=2[O:18][N:17]=1)C(OC(C)(C)C)=O)(OC(C)(C)C)=O.C(O)(C(F)(F)F)=O. (5) Given the product [CH3:13][O:14][C:15]1[CH:22]=[C:21]([CH3:23])[C:18]([CH2:19][NH:1][C:2]2[C:3]3[N:4]([C:8]([CH3:12])=[C:9]([CH3:11])[N:10]=3)[CH:5]=[CH:6][CH:7]=2)=[C:17]([CH3:24])[CH:16]=1, predict the reactants needed to synthesize it. The reactants are: [NH2:1][C:2]1[C:3]2[N:4]([C:8]([CH3:12])=[C:9]([CH3:11])[N:10]=2)[CH:5]=[CH:6][CH:7]=1.[CH3:13][O:14][C:15]1[CH:22]=[C:21]([CH3:23])[C:18]([CH:19]=O)=[C:17]([CH3:24])[CH:16]=1.C([BH3-])#N.[Na+].[OH-].[Na+]. (6) Given the product [F:31][CH2:2][CH2:3][CH2:4][CH2:5][CH2:6][CH2:7][CH2:8][CH2:9][CH2:10][CH:11]=[CH2:12], predict the reactants needed to synthesize it. The reactants are: Br[CH2:2][CH2:3][CH2:4][CH2:5][CH2:6][CH2:7][CH2:8][CH2:9][CH2:10][CH2:11][CH2:12]CCC.C(OCC(F)(F)[F:31])(=O)CCCCCCCCC#C.C(OCC(F)(F)F)(=O)CCCCCCCCC=C.C(O)(=O)CCCCCCCCC#C.C(O)(=O)CCCCCCCCC=C.FC(F)(F)CO.C1(N=C=NC2CCCCC2)CCCCC1. (7) Given the product [NH2:30][C:27]1[CH:28]=[CH:29][C:24]([C:22]#[N:23])=[CH:25][C:26]=1[NH:31][C:2]1[N:7]=[CH:6][C:5]([CH2:8][C:9]([NH2:11])=[O:10])=[C:4]([NH:12][CH2:13][C:14]2[CH:19]=[C:18]([F:20])[CH:17]=[C:16]([F:21])[CH:15]=2)[CH:3]=1, predict the reactants needed to synthesize it. The reactants are: Cl[C:2]1[N:7]=[CH:6][C:5]([CH2:8][C:9]([NH2:11])=[O:10])=[C:4]([NH:12][CH2:13][C:14]2[CH:19]=[C:18]([F:20])[CH:17]=[C:16]([F:21])[CH:15]=2)[CH:3]=1.[C:22]([C:24]1[CH:29]=[CH:28][C:27]([NH2:30])=[C:26]([NH2:31])[CH:25]=1)#[N:23].NC1C=C(C#N)C=CC=1NC1N=CC(CC(N)=O)=C(NCC2C=C(F)C=C(F)C=2)C=1. (8) Given the product [CH:1]1([CH:7]([NH:19][C:20]2[CH:28]=[CH:27][C:23]([C:24]([N:30]([CH3:29])[CH2:31][CH2:32][C:33]([OH:35])=[O:34])=[O:25])=[CH:22][CH:21]=2)[C:8]2[O:9][C:10]3[CH:16]=[C:15]([O:17][CH3:18])[CH:14]=[CH:13][C:11]=3[CH:12]=2)[CH2:6][CH2:5][CH2:4][CH2:3][CH2:2]1, predict the reactants needed to synthesize it. The reactants are: [CH:1]1([CH:7]([NH:19][C:20]2[CH:28]=[CH:27][C:23]([C:24](O)=[O:25])=[CH:22][CH:21]=2)[C:8]2[O:9][C:10]3[CH:16]=[C:15]([O:17][CH3:18])[CH:14]=[CH:13][C:11]=3[CH:12]=2)[CH2:6][CH2:5][CH2:4][CH2:3][CH2:2]1.[CH3:29][NH:30][CH2:31][CH2:32][C:33]([O:35]CC)=[O:34]. (9) Given the product [ClH:28].[CH3:1][O:2][C:3](=[O:14])[C:4]1[CH:9]=[CH:8][C:7]([CH2:10][NH2:16])=[C:6]([O:12][CH3:13])[CH:5]=1, predict the reactants needed to synthesize it. The reactants are: [CH3:1][O:2][C:3](=[O:14])[C:4]1[CH:9]=[CH:8][C:7]([CH2:10]Br)=[C:6]([O:12][CH3:13])[CH:5]=1.C1N2CN3CN(C2)C[N:16]1C3.C(O)C.[ClH:28].